Dataset: Forward reaction prediction with 1.9M reactions from USPTO patents (1976-2016). Task: Predict the product of the given reaction. Given the reactants [BH4-].[Li+].C[Si](C)(C)Cl.[Cl:8][C:9]1[CH:14]=[CH:13][C:12]([CH:15]=[CH:16][N+:17]([O-])=O)=[CH:11][C:10]=1[F:20].CO, predict the reaction product. The product is: [Cl:8][C:9]1[CH:14]=[CH:13][C:12]([CH2:15][CH2:16][NH2:17])=[CH:11][C:10]=1[F:20].